From a dataset of Forward reaction prediction with 1.9M reactions from USPTO patents (1976-2016). Predict the product of the given reaction. (1) Given the reactants [Cl:1][C:2]1[S:3][CH:4]=[CH:5][CH:6]=1.[Br:7][C:8]1[CH:9]=[N:10][C:11]([Cl:14])=[N:12][CH:13]=1, predict the reaction product. The product is: [Br:7][C:8]1[C:9]([C:4]2[S:3][C:2]([Cl:1])=[CH:6][CH:5]=2)=[N:10][C:11]([Cl:14])=[N:12][CH:13]=1. (2) Given the reactants [CH2:1]([NH:8][C:9]([C:11]1[C:12](=[O:22])[N:13]([CH2:18][CH2:19][CH2:20][CH3:21])[CH:14]=[C:15](I)[CH:16]=1)=[O:10])[C:2]1[CH:7]=[CH:6][CH:5]=[CH:4][CH:3]=1.[C:23]1([C:29]#[CH:30])[CH:28]=[CH:27][CH:26]=[CH:25][CH:24]=1.C(N(CC)CC)C.[Cl-].[NH4+], predict the reaction product. The product is: [CH2:1]([NH:8][C:9]([C:11]1[C:12](=[O:22])[N:13]([CH2:18][CH2:19][CH2:20][CH3:21])[CH:14]=[C:15]([C:30]#[C:29][C:23]2[CH:28]=[CH:27][CH:26]=[CH:25][CH:24]=2)[CH:16]=1)=[O:10])[C:2]1[CH:7]=[CH:6][CH:5]=[CH:4][CH:3]=1. (3) Given the reactants [NH2:1][C@@H:2]([CH3:17])[C@@H:3]([C:5]1[CH:6]=[CH:7][C:8]([OH:16])=[C:9]([NH:11][S:12]([CH3:15])(=[O:14])=[O:13])[CH:10]=1)[OH:4].[CH3:18][C:19]1[CH:20]=[C:21]([CH:24]=[C:25]([CH3:27])[CH:26]=1)[CH:22]=O.O, predict the reaction product. The product is: [CH3:18][C:19]1[CH:26]=[C:25]([CH:24]=[C:21]([CH3:22])[CH:20]=1)[CH2:27][NH:1][C@@H:2]([CH3:17])[C@@H:3]([C:5]1[CH:6]=[CH:7][C:8]([OH:16])=[C:9]([NH:11][S:12]([CH3:15])(=[O:14])=[O:13])[CH:10]=1)[OH:4]. (4) Given the reactants [Cl:1][C:2]1[C:3]([C:10]([OH:12])=O)=[N:4][N:5]([CH:7]([F:9])[F:8])[CH:6]=1.Cl.[CH3:14][NH:15][O:16][CH3:17].CN1CCOCC1.CCN=C=NCCCN(C)C.Cl, predict the reaction product. The product is: [CH3:17][O:16][N:15]([CH3:14])[C:10]([C:3]1[C:2]([Cl:1])=[CH:6][N:5]([CH:7]([F:9])[F:8])[N:4]=1)=[O:12]. (5) Given the reactants C1(P(C2C=CC=CC=2)C2C=CC=CC=2)C=CC=CC=1.[Br:20]Br.[CH2:22]([CH:32]([CH2:37][CH2:38][CH2:39][CH2:40][CH2:41][CH2:42][CH2:43][CH2:44][CH2:45][CH2:46][CH2:47][CH3:48])[CH2:33][CH2:34][CH2:35]O)[CH2:23][CH2:24][CH2:25][CH2:26][CH2:27][CH2:28][CH2:29][CH2:30][CH3:31].N1C=CC=CC=1.[O-]S([O-])=O.[Na+].[Na+], predict the reaction product. The product is: [Br:20][CH2:35][CH2:34][CH2:33][CH:32]([CH2:37][CH2:38][CH2:39][CH2:40][CH2:41][CH2:42][CH2:43][CH2:44][CH2:45][CH2:46][CH2:47][CH3:48])[CH2:22][CH2:23][CH2:24][CH2:25][CH2:26][CH2:27][CH2:28][CH2:29][CH2:30][CH3:31]. (6) Given the reactants [C:1]1([S:7][C:8]2[CH:9]=[N:10][C:11]3[C:16]([C:17]=2O)=[CH:15][CH:14]=[CH:13][C:12]=3[C:19]([F:22])([F:21])[F:20])[CH:6]=[CH:5][CH:4]=[CH:3][CH:2]=1.BrC1C=N[C:27]2[C:32](C=1O)=[CH:31][CH:30]=[CH:29][C:28]=2C(F)(F)F.C1(S)C=CC=CC=1.[Na].O, predict the reaction product. The product is: [C:27]1([C:17]2[C:16]3[C:11](=[C:12]([C:19]([F:22])([F:21])[F:20])[CH:13]=[CH:14][CH:15]=3)[N:10]=[CH:9][C:8]=2[S:7][C:1]2[CH:6]=[CH:5][CH:4]=[CH:3][CH:2]=2)[CH:32]=[CH:31][CH:30]=[CH:29][CH:28]=1.